From a dataset of Reaction yield outcomes from USPTO patents with 853,638 reactions. Predict the reaction yield, written as a fraction of the theoretical maximum amount of product (1.0 means a 100% yield; for example, 0.34 means a 34% yield). (1) The reactants are [Br:1][C:2]1[CH:3]=[CH:4][C:5]([O:13][CH2:14][CH3:15])=[C:6]([CH:12]=1)[C:7]([O:9]CC)=[O:8].O. The catalyst is [OH-].[K+]. The product is [Br:1][C:2]1[CH:3]=[CH:4][C:5]([O:13][CH2:14][CH3:15])=[C:6]([CH:12]=1)[C:7]([OH:9])=[O:8]. The yield is 0.950. (2) The reactants are [C:1]([CH2:14][C:15]([CH2:18][C:19]([CH2:22][CH2:23]I)([F:21])[F:20])([F:17])[F:16])([C:4]([C:7]([C:10]([F:13])([F:12])[F:11])([F:9])[F:8])([F:6])[F:5])([F:3])[F:2].CNC=[O:28].O. The catalyst is CCOCC. The product is [C:1]([CH2:14][C:15]([CH2:18][C:19]([CH2:22][CH2:23][OH:28])([F:21])[F:20])([F:17])[F:16])([C:4]([C:7]([C:10]([F:13])([F:12])[F:11])([F:9])[F:8])([F:6])[F:5])([F:3])[F:2]. The yield is 0.830. (3) The reactants are [C:1]([O:4][C@@H:5]1[C@@H:10]([O:11][C:12](=[O:14])[CH3:13])[C@H:9]([O:15][C:16](=[O:18])[CH3:17])[C@@H:8]([CH2:19][O:20][C:21](=[O:23])[CH3:22])[O:7][C@@H:6]1[O:24][C@@H:25]1[C@@H:30]([CH2:31][O:32][C:33](=[O:35])[CH3:34])[O:29][C@H:28]([O:36][C@@H:37]2[C@@H:42]([CH2:43][O:44][C:45](=[O:47])[CH3:46])[O:41][C@@H:40]([N:48]=[N+:49]=[N-:50])[C@H:39]([O:51][C:52](=[O:54])[CH3:53])[C@H:38]2[O:55][C:56](=[O:58])[CH3:57])[C@H:27]([O:59][C:60](=[O:62])[CH3:61])[C@H:26]1[O:63][C:64](=[O:66])[CH3:65])(=[O:3])[CH3:2].[CH2:67]([O:70][CH:71]1[CH2:96][CH2:95][C@@:94]2([CH3:97])[CH:73]([CH2:74][CH2:75][C@@H:76]3[C@@H:93]2[CH2:92][CH2:91][C@@:90]2([CH3:98])[C@H:77]3[CH2:78][CH2:79][C@@H:80]2[C@H:81]([CH3:89])[CH2:82][CH2:83][CH2:84][CH:85]([CH3:88])[CH2:86]O)[CH2:72]1)[C:68]#[CH:69].C(Cl)(Cl)Cl.O=C1O[C@H]([C@H](CO)O)C([O-])=C1O.[Na+]. The catalyst is [O-]S([O-])(=O)=O.[Cu+2].CC(O)(C)C. The product is [C:1]([O:4][C@@H:5]1[C@@H:10]([O:11][C:12](=[O:14])[CH3:13])[C@H:9]([O:15][C:16](=[O:18])[CH3:17])[C@@H:8]([CH2:19][O:20][C:21](=[O:23])[CH3:22])[O:7][C@@H:6]1[O:24][C@@H:25]1[C@@H:30]([CH2:31][O:32][C:33](=[O:35])[CH3:34])[O:29][C@H:28]([O:36][C@@H:37]2[C@@H:42]([CH2:43][O:44][C:45](=[O:47])[CH3:46])[O:41][C@@H:40]([N:48]3[CH:69]=[C:68]([CH2:67][O:70][C@H:71]4[CH2:96][CH2:95][C@@:94]5([CH3:97])[CH:73]([CH2:74][CH2:75][C@@H:76]6[C@@H:93]5[CH2:92][CH2:91][C@@:90]5([CH3:98])[C@H:77]6[CH2:78][CH2:79][C@@H:80]5[C@H:81]([CH3:89])[CH2:82][CH2:83][CH2:84][CH:85]([CH3:86])[CH3:88])[CH2:72]4)[N:50]=[N:49]3)[C@H:39]([O:51][C:52](=[O:54])[CH3:53])[C@H:38]2[O:55][C:56](=[O:58])[CH3:57])[C@H:27]([O:59][C:60](=[O:62])[CH3:61])[C@H:26]1[O:63][C:64](=[O:66])[CH3:65])(=[O:3])[CH3:2]. The yield is 0.680. (4) The reactants are [Si:1]([O:8][CH2:9][C@@H:10]1[C@@H:14]([O:15][Si:16]([CH:23]([CH3:25])[CH3:24])([CH:20]([CH3:22])[CH3:21])[CH:17]([CH3:19])[CH3:18])[CH2:13][C@H:12]([NH:26][C:27]2[C:32]([C:33]([C:35]3[S:36][C:37]([CH3:42])=[C:38]([CH2:40]O)[CH:39]=3)=[O:34])=[CH:31][N:30]=[CH:29][N:28]=2)[CH2:11]1)([C:4]([CH3:7])([CH3:6])[CH3:5])([CH3:3])[CH3:2].S(Cl)([Cl:45])=O. The catalyst is C(Cl)Cl. The product is [Si:1]([O:8][CH2:9][C@@H:10]1[C@@H:14]([O:15][Si:16]([CH:23]([CH3:25])[CH3:24])([CH:20]([CH3:22])[CH3:21])[CH:17]([CH3:19])[CH3:18])[CH2:13][C@H:12]([NH:26][C:27]2[C:32]([C:33]([C:35]3[S:36][C:37]([CH3:42])=[C:38]([CH2:40][Cl:45])[CH:39]=3)=[O:34])=[CH:31][N:30]=[CH:29][N:28]=2)[CH2:11]1)([C:4]([CH3:7])([CH3:6])[CH3:5])([CH3:3])[CH3:2]. The yield is 0.680. (5) The reactants are [C:1]([C:3]1[C:8]([F:9])=[CH:7][CH:6]=[CH:5][C:4]=1[Zn])#[N:2].[Br:11][C:12]1[CH:13]=[C:14]([CH:18]=[CH:19][C:20]=1[F:21])[C:15](Cl)=[O:16]. The catalyst is C1COCC1. The product is [Br:11][C:12]1[CH:13]=[C:14]([CH:18]=[CH:19][C:20]=1[F:21])[C:15]([C:4]1[CH:5]=[CH:6][CH:7]=[C:8]([F:9])[C:3]=1[C:1]#[N:2])=[O:16]. The yield is 0.610.